Task: Predict the reactants needed to synthesize the given product.. Dataset: Full USPTO retrosynthesis dataset with 1.9M reactions from patents (1976-2016) Given the product [CH3:1][N:2]([CH3:3])[C:29](=[O:30])[CH2:28][C:25]1[CH:26]=[CH:27][C:22]([NH:21][C:19](=[O:20])/[CH:18]=[CH:17]/[C:12]2[CH:13]=[N:14][N:15]([CH3:16])[C:11]=2[C:8]2[CH:7]=[CH:6][C:5]([F:4])=[CH:10][CH:9]=2)=[CH:23][CH:24]=1, predict the reactants needed to synthesize it. The reactants are: [CH3:1][NH:2][CH3:3].[F:4][C:5]1[CH:10]=[CH:9][C:8]([C:11]2[N:15]([CH3:16])[N:14]=[CH:13][C:12]=2/[CH:17]=[CH:18]/[C:19]([NH:21][C:22]2[CH:27]=[CH:26][C:25]([CH2:28][C:29](O)=[O:30])=[CH:24][CH:23]=2)=[O:20])=[CH:7][CH:6]=1.O.ON1C2C=CC=CC=2N=N1.Cl.C(N=C=NCCCN(C)C)C.